Dataset: Reaction yield outcomes from USPTO patents with 853,638 reactions. Task: Predict the reaction yield, written as a fraction of the theoretical maximum amount of product (1.0 means a 100% yield; for example, 0.34 means a 34% yield). The reactants are Cl.C([O:9][C:10]1[CH:26]=[CH:25][C:13]([CH2:14][NH:15][C:16]2[C:21]([Cl:22])=[C:20]([CH3:23])[N:19]=[C:18]([CH3:24])[N:17]=2)=[CH:12][CH:11]=1)C1C=CC=CC=1.Cl.[OH-].[Na+]. The catalyst is C(O)C. The product is [Cl:22][C:21]1[C:16]([NH:15][CH2:14][C:13]2[CH:25]=[CH:26][C:10]([OH:9])=[CH:11][CH:12]=2)=[N:17][C:18]([CH3:24])=[N:19][C:20]=1[CH3:23]. The yield is 0.510.